This data is from Catalyst prediction with 721,799 reactions and 888 catalyst types from USPTO. The task is: Predict which catalyst facilitates the given reaction. (1) Reactant: [CH3:1][O:2][C:3]([C:5]1[S:9][C:8]2[CH:10]=[C:11]([C:14](=O)[CH3:15])[CH:12]=[CH:13][C:7]=2[C:6]=1[O:17][CH2:18][C:19]([O:21][C:22]([CH3:25])([CH3:24])[CH3:23])=[O:20])=[O:4].Cl.[NH2:27][OH:28].N1C=CC=CC=1.Cl. Product: [CH3:1][O:2][C:3]([C:5]1[S:9][C:8]2[CH:10]=[C:11]([C:14](=[N:27][OH:28])[CH3:15])[CH:12]=[CH:13][C:7]=2[C:6]=1[O:17][CH2:18][C:19]([O:21][C:22]([CH3:25])([CH3:24])[CH3:23])=[O:20])=[O:4]. The catalyst class is: 125. (2) Reactant: [N:1]1([C:11]([O:13][C:14]([CH3:17])([CH3:16])[CH3:15])=[O:12])[CH:5]=[CH:4][CH2:3][C@@H:2]1[C:6]([O:8][CH2:9][CH3:10])=[O:7].[C:18]1(C)C=CC=CC=1.C([Zn]CC)C.ICI.C(=O)([O-])O.[Na+]. Product: [C@@H:5]12[CH2:18][C@@H:4]1[CH2:3][C@H:2]([C:6]([O:8][CH2:9][CH3:10])=[O:7])[N:1]2[C:11]([O:13][C:14]([CH3:16])([CH3:15])[CH3:17])=[O:12]. The catalyst class is: 133. (3) Reactant: Cl.[F:2][C:3]1[C:11]([F:12])=[CH:10][CH:9]=[CH:8][C:4]=1[C:5]([NH2:7])=[NH:6].[CH2:16]1[O:15][C:17](O)([CH2:19]O)[CH2:16][O:15][C:17]1(O)[CH2:19]O.[Cl-].[NH4+]. Product: [F:2][C:3]1[C:11]([F:12])=[CH:10][CH:9]=[CH:8][C:4]=1[C:5]1[NH:7][CH:19]=[C:17]([CH2:16][OH:15])[N:6]=1. The catalyst class is: 328.